From a dataset of Forward reaction prediction with 1.9M reactions from USPTO patents (1976-2016). Predict the product of the given reaction. (1) Given the reactants CC([O-])(C)C.[Na+].[C:7]1(Cl)[CH:12]=[CH:11][CH:10]=[CH:9][CH:8]=1.[NH:14]1[CH2:19][CH2:18][CH2:17][CH2:16][CH2:15]1, predict the reaction product. The product is: [C:7]1([N:14]2[CH2:19][CH2:18][CH2:17][CH2:16][CH2:15]2)[CH:12]=[CH:11][CH:10]=[CH:9][CH:8]=1. (2) The product is: [Cl:9][CH2:8][C@@H:6]([OH:7])[CH2:5][C:4]([O:3][CH2:1][CH3:2])=[O:10]. Given the reactants [CH2:1]([O:3][C:4](=[O:10])[CH2:5][C:6]([CH2:8][Cl:9])=[O:7])[CH3:2], predict the reaction product.